Dataset: Forward reaction prediction with 1.9M reactions from USPTO patents (1976-2016). Task: Predict the product of the given reaction. (1) Given the reactants [CH2:1]([CH2:3][NH2:4])[OH:2].Cl[C:6]1[CH:15]=[C:14]2[C:9]([C:10](=[O:22])[C:11]([C:19]([OH:21])=[O:20])=[CH:12][N:13]2[CH:16]2[CH2:18][CH2:17]2)=[CH:8][C:7]=1[F:23].CO, predict the reaction product. The product is: [CH:16]1([N:13]2[C:14]3[C:9](=[CH:8][C:7]([F:23])=[C:6]([NH:4][CH2:3][CH2:1][OH:2])[CH:15]=3)[C:10](=[O:22])[C:11]([C:19]([OH:21])=[O:20])=[CH:12]2)[CH2:17][CH2:18]1. (2) Given the reactants [CH3:1][C:2]1([CH3:16])[O:15][C:6]2=[C:7]([CH3:14])[N:8]=[CH:9][C:10]([CH2:11][CH2:12][NH2:13])=[C:5]2[CH2:4][O:3]1.[C:17]([C:19]1[CH:20]=[C:21]([CH:25]=[CH:26][CH:27]=1)[C:22](O)=[O:23])#[N:18], predict the reaction product. The product is: [C:17]([C:19]1[CH:20]=[C:21]([CH:25]=[CH:26][CH:27]=1)[C:22]([NH:13][CH2:12][CH2:11][C:10]1[CH:9]=[N:8][C:7]([CH3:14])=[C:6]2[O:15][C:2]([CH3:16])([CH3:1])[O:3][CH2:4][C:5]=12)=[O:23])#[N:18]. (3) Given the reactants NC1C=CC(C2C=C3C(CN([C@@H](C(C)C)C(OC)=O)C3=O)=CC=2)=CC=1.[CH3:26][C:27]([N:33]1[CH2:41][C:40]2[C:35](=[CH:36][C:37]([C:42]3[CH:47]=[CH:46][C:45]([N+:48]([O-])=O)=[CH:44][CH:43]=3)=[CH:38][CH:39]=2)[C:34]1=[O:51])([CH3:32])[C:28]([O:30][CH3:31])=[O:29], predict the reaction product. The product is: [NH2:48][C:45]1[CH:44]=[CH:43][C:42]([C:37]2[CH:36]=[C:35]3[C:40]([CH2:41][N:33]([C:27]([CH3:32])([CH3:26])[C:28]([O:30][CH3:31])=[O:29])[C:34]3=[O:51])=[CH:39][CH:38]=2)=[CH:47][CH:46]=1.